From a dataset of Catalyst prediction with 721,799 reactions and 888 catalyst types from USPTO. Predict which catalyst facilitates the given reaction. (1) Reactant: [CH3:1][C:2]1[CH:7]=[CH:6][CH:5]=[C:4]([CH3:8])[C:3]=1[NH:9][C:10]([CH:12]1[CH2:17][CH2:16][CH2:15][CH2:14][N:13]1C(OCC1C=CC=CC=1)=O)=[O:11]. Product: [CH3:1][C:2]1[CH:7]=[CH:6][CH:5]=[C:4]([CH3:8])[C:3]=1[NH:9][C:10]([CH:12]1[CH2:17][CH2:16][CH2:15][CH2:14][NH:13]1)=[O:11]. The catalyst class is: 19. (2) Reactant: Br[CH2:2][C:3]1[CH:8]=[CH:7][C:6]([C:9]([F:12])([F:11])[F:10])=[CH:5][C:4]=1[C:13]([F:16])([F:15])[F:14].[NH:17]1[CH2:22][CH2:21][CH:20]([CH2:23][OH:24])[CH2:19][CH2:18]1.C(=O)([O-])[O-].[K+].[K+].O.C(OCC)(=O)C. Product: [F:14][C:13]([F:16])([F:15])[C:4]1[CH:5]=[C:6]([C:9]([F:12])([F:11])[F:10])[CH:7]=[CH:8][C:3]=1[CH2:2][N:17]1[CH2:22][CH2:21][CH:20]([CH:23]=[O:24])[CH2:19][CH2:18]1. The catalyst class is: 9. (3) Reactant: [CH2:1]([O:8][C:9]1[CH:14]=[CH:13][C:12]([I:15])=[CH:11][C:10]=1[CH2:16][C@H:17]([NH:21][C:22]([O:24][C:25]([CH3:28])([CH3:27])[CH3:26])=[O:23])[C:18]([OH:20])=[O:19])[C:2]1[CH:7]=[CH:6][CH:5]=[CH:4][CH:3]=1.[CH2:29](O)[C:30]1[CH:35]=[CH:34][CH:33]=[CH:32][CH:31]=1.C(Cl)CCl. Product: [CH2:1]([O:8][C:9]1[CH:14]=[CH:13][C:12]([I:15])=[CH:11][C:10]=1[CH2:16][C@H:17]([NH:21][C:22]([O:24][C:25]([CH3:28])([CH3:27])[CH3:26])=[O:23])[C:18]([O:20][CH2:29][C:30]1[CH:35]=[CH:34][CH:33]=[CH:32][CH:31]=1)=[O:19])[C:2]1[CH:3]=[CH:4][CH:5]=[CH:6][CH:7]=1. The catalyst class is: 599. (4) Reactant: Cl[C:2]1[C:7]([N+:8]([O-:10])=[O:9])=[CH:6][CH:5]=[CH:4][N:3]=1.C1(C)C=CC=C[C:12]=1[C:17]1[CH:23]=[CH:22][C:20]([NH2:21])=[CH:19][CH:18]=1.C(N(C(C)C)CC)(C)C. Product: [N+:8]([C:7]1[C:2]([NH:21][C:20]2[CH:22]=[CH:23][C:17]([CH3:12])=[CH:18][CH:19]=2)=[N:3][CH:4]=[CH:5][CH:6]=1)([O-:10])=[O:9]. The catalyst class is: 155. (5) Reactant: C([O-])(=O)CC(CC([O-])=O)(C([O-])=O)O.C([N:21]1[CH2:26][CH2:25][C:24]([C:45]2[CH:50]=[CH:49][C:48]([Cl:51])=[C:47]([Cl:52])[CH:46]=2)([CH2:27][NH:28][C:29]([C:31]2[C:40]3[C:35](=[CH:36][CH:37]=[CH:38][CH:39]=3)[CH:34]=[C:33]([C:41]#[N:42])[C:32]=2[CH2:43][CH3:44])=[O:30])[CH2:23][CH2:22]1)(OC(C)(C)C)=O. Product: [Cl:52][C:47]1[CH:46]=[C:45]([C:24]2([CH2:27][NH:28][C:29]([C:31]3[C:40]4[C:35](=[CH:36][CH:37]=[CH:38][CH:39]=4)[CH:34]=[C:33]([C:41]#[N:42])[C:32]=3[CH2:43][CH3:44])=[O:30])[CH2:25][CH2:26][NH:21][CH2:22][CH2:23]2)[CH:50]=[CH:49][C:48]=1[Cl:51]. The catalyst class is: 28. (6) Reactant: [O:1]1[C:5]2[CH:6]=[CH:7][C:8]([C:10]3([C:13]([NH:15][C:16]4[CH:21]=[CH:20][C:19]([CH3:22])=[C:18](Br)[CH:17]=4)=[O:14])[CH2:12][CH2:11]3)=[CH:9][C:4]=2[O:3][CH2:2]1.[OH:24][CH2:25][C:26]1[CH:31]=[CH:30][C:29](B(O)O)=[CH:28][CH:27]=1.C([O-])([O-])=O.[K+].[K+]. Product: [O:1]1[C:5]2[CH:6]=[CH:7][C:8]([C:10]3([C:13]([NH:15][C:16]4[CH:17]=[C:18]([C:29]5[CH:30]=[CH:31][C:26]([CH2:25][OH:24])=[CH:27][CH:28]=5)[C:19]([CH3:22])=[CH:20][CH:21]=4)=[O:14])[CH2:12][CH2:11]3)=[CH:9][C:4]=2[O:3][CH2:2]1. The catalyst class is: 9. (7) Reactant: Cl.[O:2]1[C:6]2[CH:7]=[CH:8][C:9]([C:11]3[N:12]=[C:13]([C:22]4[CH:30]=[CH:29][C:25]([C:26](Cl)=[O:27])=[CH:24][CH:23]=4)[NH:14][C:15]=3[C:16]3[CH:21]=[CH:20][CH:19]=[CH:18][N:17]=3)=[CH:10][C:5]=2[O:4][CH2:3]1.Cl.C[NH:33][O:34][CH3:35].C(N(CC)CC)C. Product: [O:2]1[C:6]2[CH:7]=[CH:8][C:9]([C:11]3[N:12]=[C:13]([C:22]4[CH:30]=[CH:29][C:25]([C:26]([NH:33][O:34][CH3:35])=[O:27])=[CH:24][CH:23]=4)[NH:14][C:15]=3[C:16]3[CH:21]=[CH:20][CH:19]=[CH:18][N:17]=3)=[CH:10][C:5]=2[O:4][CH2:3]1. The catalyst class is: 4. (8) Reactant: [CH3:1][S:2](Cl)(=[O:4])=[O:3].[CH2:6]([O:8][C:9]1[CH:10]=[C:11]([CH:18]([OH:23])[C:19]([O:21][CH3:22])=[O:20])[CH:12]=[C:13]([O:15][CH2:16][CH3:17])[CH:14]=1)[CH3:7]. Product: [CH2:16]([O:15][C:13]1[CH:12]=[C:11]([CH:18]([O:23][S:2]([CH3:1])(=[O:4])=[O:3])[C:19]([O:21][CH3:22])=[O:20])[CH:10]=[C:9]([O:8][CH2:6][CH3:7])[CH:14]=1)[CH3:17]. The catalyst class is: 317.